This data is from Catalyst prediction with 721,799 reactions and 888 catalyst types from USPTO. The task is: Predict which catalyst facilitates the given reaction. (1) Reactant: Br[C:2]1[C:10]2[S:9][CH:8]=[N:7][C:6]=2[CH:5]=[C:4]([CH3:11])[C:3]=1[OH:12].[Cl:13][C:14]1[CH:19]=[CH:18][C:17](B(O)O)=[CH:16][CH:15]=1.C([O-])([O-])=O.[K+].[K+]. Product: [Cl:13][C:14]1[CH:19]=[CH:18][C:17]([C:2]2[C:10]3[S:9][CH:8]=[N:7][C:6]=3[CH:5]=[C:4]([CH3:11])[C:3]=2[OH:12])=[CH:16][CH:15]=1. The catalyst class is: 108. (2) Reactant: [F:1][C:2]1[CH:3]=[CH:4][C:5]([O:12][CH2:13][CH2:14][C:15]2[CH:20]=[CH:19][C:18]([C:21]([F:24])([F:23])[F:22])=[CH:17][CH:16]=2)=[C:6]([CH:11]=1)[C:7](OC)=[O:8].[H-].[Al+3].[Li+].[H-].[H-].[H-].Cl. Product: [F:1][C:2]1[CH:3]=[CH:4][C:5]([O:12][CH2:13][CH2:14][C:15]2[CH:20]=[CH:19][C:18]([C:21]([F:22])([F:23])[F:24])=[CH:17][CH:16]=2)=[C:6]([CH:11]=1)[CH2:7][OH:8]. The catalyst class is: 1. (3) Reactant: C([O:3][C:4](=[O:34])[CH2:5][CH2:6][N:7]1[C:15]2[C:10](=[CH:11][CH:12]=[C:13]([CH2:16][O:17][C:18]3[CH:23]=[CH:22][C:21]([C:24]4[CH:29]=[C:28]([F:30])[C:27]([F:31])=[CH:26][C:25]=4[O:32][CH3:33])=[CH:20][CH:19]=3)[CH:14]=2)[CH:9]=[CH:8]1)C.O1CCCC1.[OH-].[Li+].O[Li].O. Product: [F:31][C:27]1[C:28]([F:30])=[CH:29][C:24]([C:21]2[CH:22]=[CH:23][C:18]([O:17][CH2:16][C:13]3[CH:14]=[C:15]4[C:10]([CH:9]=[CH:8][N:7]4[CH2:6][CH2:5][C:4]([OH:34])=[O:3])=[CH:11][CH:12]=3)=[CH:19][CH:20]=2)=[C:25]([O:32][CH3:33])[CH:26]=1. The catalyst class is: 6. (4) Reactant: [F:1][C:2]1[CH:7]=[CH:6][CH:5]=[C:4]([F:8])[CH:3]=1.[Al+3].[Cl-:10].[Cl-:11].[Cl-:12].[Cl:13]Cl. Product: [F:1][C:2]1[C:7]([Cl:10])=[C:6]([Cl:11])[C:5]([Cl:12])=[C:4]([F:8])[C:3]=1[Cl:13]. The catalyst class is: 26. (5) Reactant: C([Li])CCC.C(OP([CH2:14][C:15]([OH:17])=[O:16])(OCC)=O)C.[CH3:18][N:19]([CH3:30])[C:20]1[CH:29]=[CH:28][C:23]([CH:24]=[CH:25][CH:26]=O)=[CH:22][CH:21]=1. Product: [CH3:18][N:19]([CH3:30])[C:20]1[CH:29]=[CH:28][C:23]([CH:24]=[CH:25][CH:26]=[CH:14][C:15]([OH:17])=[O:16])=[CH:22][CH:21]=1. The catalyst class is: 7. (6) Reactant: [Cl:1][C:2]1[C:3]([C:8]([OH:10])=O)=[N:4][CH:5]=[CH:6][CH:7]=1.Cl.C(N=C=NCCCN(C)C)C.ON1C2C=CC=CC=2N=N1.[NH2:33][CH:34]([C:41]1[CH:46]=[CH:45][CH:44]=[C:43]([Br:47])[CH:42]=1)[C:35]1([OH:40])[CH2:39][CH2:38][CH2:37][CH2:36]1. Product: [Br:47][C:43]1[CH:42]=[C:41]([CH:34]([C:35]2([OH:40])[CH2:39][CH2:38][CH2:37][CH2:36]2)[NH:33][C:8]([C:3]2[C:2]([Cl:1])=[CH:7][CH:6]=[CH:5][N:4]=2)=[O:10])[CH:46]=[CH:45][CH:44]=1. The catalyst class is: 42. (7) Reactant: [C:1]([C:3]1[CH:10]=[CH:9][C:6]([CH:7]=O)=[CH:5][CH:4]=1)#[N:2].C(OC)(OC)OC.[CH2:18]([N:21]([CH2:27][CH2:28][CH3:29])[CH2:22][CH2:23][CH2:24][CH2:25][NH2:26])[CH2:19][CH3:20].[BH4-].[Na+]. Product: [CH2:27]([N:21]([CH2:18][CH2:19][CH3:20])[CH2:22][CH2:23][CH2:24][CH2:25][NH:26][CH2:7][C:6]1[CH:9]=[CH:10][C:3]([C:1]#[N:2])=[CH:4][CH:5]=1)[CH2:28][CH3:29]. The catalyst class is: 24.